This data is from Reaction yield outcomes from USPTO patents with 853,638 reactions. The task is: Predict the reaction yield, written as a fraction of the theoretical maximum amount of product (1.0 means a 100% yield; for example, 0.34 means a 34% yield). (1) The reactants are [CH3:1][C:2]1[O:17][C:7]2[CH:8]=[C:9]3[O:16][CH:15]=[CH:14][C:10]3=[C:11]([O:12]C)[C:6]=2[C:4](=[O:5])[CH:3]=1.B(Cl)(Cl)Cl.O. The catalyst is ClCCl. The product is [OH:12][C:11]1[C:10]2[CH:14]=[CH:15][O:16][C:9]=2[CH:8]=[C:7]2[C:6]=1[C:4](=[O:5])[CH:3]=[C:2]([CH3:1])[O:17]2. The yield is 0.830. (2) The reactants are Cl[C:2]1[CH:11]=[CH:10][C:9]([S:12]([CH3:14])=[O:13])=[CH:8][C:3]=1[C:4]([O:6][CH3:7])=[O:5].[NH:15]1[CH2:20][CH2:19][CH2:18][CH2:17][CH2:16]1. The catalyst is CS(C)=O. The product is [CH3:14][S:12]([C:9]1[CH:10]=[CH:11][C:2]([N:15]2[CH2:20][CH2:19][CH2:18][CH2:17][CH2:16]2)=[C:3]([CH:8]=1)[C:4]([O:6][CH3:7])=[O:5])=[O:13]. The yield is 0.110. (3) The reactants are [OH:1][CH2:2][C@@:3]([CH3:17])([CH:15]=[CH2:16])[C:4]([N:6]1[C@H:10]([CH:11]([CH3:13])[CH3:12])[CH2:9][O:8][C:7]1=[O:14])=[O:5].[CH3:18]N(C)C1C2C(=CC=CC=2N(C)C)C=CC=1.F[B-](F)(F)F.C[O+](C)C.[Cl-].[NH4+]. The yield is 0.340. The catalyst is ClCCl. The product is [CH:11]([C@@H:10]1[CH2:9][O:8][C:7](=[O:14])[N:6]1[C:4](=[O:5])[C@:3]([CH2:2][O:1][CH3:18])([CH3:17])[CH:15]=[CH2:16])([CH3:13])[CH3:12]. (4) The reactants are [NH2:1][C:2]1[C:3]([C:20]2[O:24][C:23]([C:25]3[CH:30]=[CH:29][C:28]([C:31](=O)[CH3:32])=[CH:27][CH:26]=3)=[N:22][N:21]=2)=[N:4][C:5]([C:8]2[CH:13]=[CH:12][C:11]([S:14]([CH:17]([CH3:19])[CH3:18])(=[O:16])=[O:15])=[CH:10][CH:9]=2)=[CH:6][N:7]=1.Cl.CN.[CH2:37]([N:39](CC)CC)C.[BH4-].[Na+]. The catalyst is C(O)C.CC(O[Ti](OC(C)C)(OC(C)C)OC(C)C)C. The product is [CH:17]([S:14]([C:11]1[CH:10]=[CH:9][C:8]([C:5]2[N:4]=[C:3]([C:20]3[O:24][C:23]([C:25]4[CH:26]=[CH:27][C:28]([CH:31]([NH:39][CH3:37])[CH3:32])=[CH:29][CH:30]=4)=[N:22][N:21]=3)[C:2]([NH2:1])=[N:7][CH:6]=2)=[CH:13][CH:12]=1)(=[O:16])=[O:15])([CH3:18])[CH3:19]. The yield is 0.220. (5) The reactants are [CH2:1]([O:8][C:9]1[CH:10]=[CH:11][C:12]([OH:17])=[C:13]([CH:16]=1)[CH:14]=[O:15])[C:2]1[CH:7]=[CH:6][CH:5]=[CH:4][CH:3]=1.Br[C:19]([CH3:26])([CH3:25])[C:20]([O:22][CH2:23][CH3:24])=[O:21].C(=O)([O-])[O-].[Cs+].[Cs+]. The catalyst is CN(C=O)C. The product is [CH2:23]([O:22][C:20](=[O:21])[C:19]([O:17][C:12]1[CH:11]=[CH:10][C:9]([O:8][CH2:1][C:2]2[CH:3]=[CH:4][CH:5]=[CH:6][CH:7]=2)=[CH:16][C:13]=1[CH:14]=[O:15])([CH3:26])[CH3:25])[CH3:24]. The yield is 0.890. (6) The reactants are [N:1]1[CH:6]=[CH:5][CH:4]=[C:3]([NH2:7])[N:2]=1.Cl[CH:9]([CH:15]=O)[C:10]([O:12][CH2:13][CH3:14])=[O:11]. The catalyst is CCO. The product is [N:7]1[CH:15]=[C:9]([C:10]([O:12][CH2:13][CH3:14])=[O:11])[N:2]2[C:3]=1[CH:4]=[CH:5][CH:6]=[N:1]2. The yield is 0.408. (7) The reactants are [Br:1][C:2]1[CH:7]=[CH:6][C:5]([OH:8])=[CH:4][CH:3]=1.Br[C:10]1(Br)[CH2:14][CH2:13][CH2:12][C:11]1=[O:15].CCN(C(C)C)C(C)C. The product is [Br:1][C:2]1[CH:7]=[CH:6][C:5]([O:8][C:10]2[C:11](=[O:15])[CH2:12][CH2:13][CH:14]=2)=[CH:4][CH:3]=1. The yield is 0.630. The catalyst is C(#N)C.C(OC(=O)C)C. (8) The yield is 0.380. The reactants are [C:1]([C:3]1[CH:4]=[CH:5][C:6]2[NH:12][C:11](=[O:13])[C@@H:10]([NH:14][C:15](=[O:27])[C@@H:16]([N:18]([CH3:26])[C:19](=[O:25])[O:20][C:21]([CH3:24])([CH3:23])[CH3:22])[CH3:17])[C@H:9]([CH3:28])[N:8]([C:29](=[O:35])[CH2:30][S:31]([CH3:34])(=[O:33])=[O:32])[C:7]=2[CH:36]=1)#[N:2].Cl[CH2:38][C:39]1[C:48]2[C:43](=[CH:44][CH:45]=[CH:46][CH:47]=2)[CH:42]=[CH:41][C:40]=1[O:49][CH3:50].C(=O)([O-])[O-].[Cs+].[Cs+].[I-].[Na+]. The product is [C:1]([C:3]1[CH:4]=[CH:5][C:6]2[N:12]([CH2:38][C:39]3[C:48]4[C:43](=[CH:44][CH:45]=[CH:46][CH:47]=4)[CH:42]=[CH:41][C:40]=3[O:49][CH3:50])[C:11](=[O:13])[C@@H:10]([NH:14][C:15](=[O:27])[C@@H:16]([N:18]([CH3:26])[C:19](=[O:25])[O:20][C:21]([CH3:24])([CH3:22])[CH3:23])[CH3:17])[C@H:9]([CH3:28])[N:8]([C:29](=[O:35])[CH2:30][S:31]([CH3:34])(=[O:32])=[O:33])[C:7]=2[CH:36]=1)#[N:2]. The catalyst is CN(C=O)C.CCOC(C)=O. (9) The catalyst is CN(C=O)C.O. The product is [Cl:1][C:2]1[C:3]([C:12]([F:15])([F:14])[F:13])=[N:4][N:5]([CH2:8][C:9]([N:58]2[CH:59]([C:63]([O:65][CH3:66])=[O:64])[CH2:60][CH2:61][C:62]3[N:54]([C:51]4[CH:50]=[CH:49][C:48]([F:47])=[CH:53][CH:52]=4)[N:55]=[CH:56][C:57]2=3)=[O:11])[C:6]=1[CH3:7]. The reactants are [Cl:1][C:2]1[C:3]([C:12]([F:15])([F:14])[F:13])=[N:4][N:5]([CH2:8][C:9]([OH:11])=O)[C:6]=1[CH3:7].CCN(CC)CC.CN(C(ON1N=NC2C=CC=NC1=2)=[N+](C)C)C.F[P-](F)(F)(F)(F)F.[F:47][C:48]1[CH:53]=[CH:52][C:51]([N:54]2[C:62]3[CH2:61][CH2:60][CH:59]([C:63]([O:65][CH3:66])=[O:64])[NH:58][C:57]=3[CH:56]=[N:55]2)=[CH:50][CH:49]=1. The yield is 0.0700.